Dataset: Forward reaction prediction with 1.9M reactions from USPTO patents (1976-2016). Task: Predict the product of the given reaction. (1) The product is: [Br:1][C:19]1[CH:20]=[C:15]([N+:12]([O-:14])=[O:13])[CH:16]=[CH:17][C:18]=1[CH:21]([CH3:23])[CH3:22]. Given the reactants [Br:1]N1C(C)(C)C(=O)N(Br)C1=O.[N+:12]([C:15]1[CH:20]=[CH:19][C:18]([CH:21]([CH3:23])[CH3:22])=[CH:17][CH:16]=1)([O-:14])=[O:13].S(=O)(=O)(O)O.S(=O)(O)[O-].[Na+], predict the reaction product. (2) Given the reactants C(O[C:6]([C:8]1[N:9]=[CH:10][C:11]2[C:16]([C:17]=1[OH:18])=[CH:15][CH:14]=[C:13]([S:19]([C:21]1[CH:26]=[CH:25][CH:24]=[CH:23][CH:22]=1)=[O:20])[CH:12]=2)=[O:7])CCC.C1CC2N(C3C=C(C=C(C4C=CC=CC=4)C4C=CC=CC=4)C=CC=3)C3C(C2C1)=C(/C=C1/C([N:43]([CH2:47][C:48]([OH:50])=[O:49])C(S/1)=S)=O)C=CC=3, predict the reaction product. The product is: [C:21]1([S:19]([C:13]2[CH:12]=[C:11]3[C:16]([C:17]([OH:18])=[C:8]([C:6]([NH:43][CH2:47][C:48]([OH:50])=[O:49])=[O:7])[N:9]=[CH:10]3)=[CH:15][CH:14]=2)=[O:20])[CH:22]=[CH:23][CH:24]=[CH:25][CH:26]=1. (3) Given the reactants [C:1]([C:3]1[CH:8]=[CH:7][CH:6]=[CH:5][C:4]=1[S:9]([O:12][C:13]1[CH:14]=[C:15]([CH:21]=[C:22]([CH3:24])[CH:23]=1)[O:16][CH2:17][CH2:18][CH:19]=[O:20])(=[O:11])=[O:10])#[N:2].[N+]([O-])(O)=[O:26].[NH2:29][NH:30][C:31]([NH2:33])=[NH:32].O, predict the reaction product. The product is: [C:19]([OH:20])(=[O:26])[CH3:18].[C:1]([C:3]1[CH:8]=[CH:7][CH:6]=[CH:5][C:4]=1[S:9]([O:12][C:13]1[CH:14]=[C:15]([CH:21]=[C:22]([CH3:24])[CH:23]=1)[O:16][CH2:17][CH2:18][CH2:19][NH:29][NH:30][C:31]([NH2:33])=[NH:32])(=[O:11])=[O:10])#[N:2]. (4) Given the reactants Cl.[Cl:2][C:3]1[C:8]([C:9]2[C:14]([F:15])=[CH:13][C:12]([O:16][CH2:17][CH2:18][CH2:19][NH:20][CH3:21])=[CH:11][C:10]=2[F:22])=[C:7]([NH:23][C@@H:24]([CH3:29])[C:25]([F:28])([F:27])[F:26])[N:6]2[N:30]=[CH:31][N:32]=[C:5]2[N:4]=1.[OH-].[Na+].[C:35]([OH:42])(=[O:41])/[CH:36]=[CH:37]/[C:38]([OH:40])=[O:39], predict the reaction product. The product is: [C:35]([OH:42])(=[O:41])/[CH:36]=[CH:37]/[C:38]([OH:40])=[O:39].[Cl:2][C:3]1[C:8]([C:9]2[C:10]([F:22])=[CH:11][C:12]([O:16][CH2:17][CH2:18][CH2:19][NH:20][CH3:21])=[CH:13][C:14]=2[F:15])=[C:7]([NH:23][C@@H:24]([CH3:29])[C:25]([F:27])([F:28])[F:26])[N:6]2[N:30]=[CH:31][N:32]=[C:5]2[N:4]=1. (5) Given the reactants [S:1]([O-:6])(O[O-])(=O)=[O:2].[K+].[K+].[CH:9]1(/[C:12](/[C:43]2[CH:48]=[CH:47][CH:46]=[CH:45][C:44]=2SC)=[C:13](/[C:30]2[CH:35]=[CH:34][C:33](/[CH:36]=[CH:37]/[C:38]([O:40][CH2:41][CH3:42])=[O:39])=[CH:32][CH:31]=2)\[C:14]2[CH:15]=[C:16]3[C:20](=[CH:21][CH:22]=2)[N:19]([CH:23]2[CH2:28][CH2:27][CH2:26][CH2:25][O:24]2)[N:18]=[C:17]3[F:29])[CH2:11][CH2:10]1.O.[CH2:52]1COCC1.CO.O, predict the reaction product. The product is: [CH:9]1(/[C:12](/[C:43]2[CH:48]=[CH:47][CH:46]=[CH:45][C:44]=2[S:1]([CH3:52])(=[O:6])=[O:2])=[C:13](/[C:30]2[CH:31]=[CH:32][C:33](/[CH:36]=[CH:37]/[C:38]([O:40][CH2:41][CH3:42])=[O:39])=[CH:34][CH:35]=2)\[C:14]2[CH:15]=[C:16]3[C:20](=[CH:21][CH:22]=2)[N:19]([CH:23]2[CH2:28][CH2:27][CH2:26][CH2:25][O:24]2)[N:18]=[C:17]3[F:29])[CH2:11][CH2:10]1. (6) Given the reactants [NH2:1][CH:2]1[CH2:11][C:10]2[C:5](=[C:6]([N:12]3[CH2:16][CH2:15][CH2:14][C:13]3=[O:17])[CH:7]=[CH:8][CH:9]=2)[N:4]([CH2:18][C:19]2[CH:23]=[CH:22][S:21][CH:20]=2)[C:3]1=[O:24].ClC1C=C(Cl)C=C(C=O)C=1O.[C:36]([OH:45])(=[O:44])[C@H:37]([C@@H:39]([C:41]([OH:43])=[O:42])[OH:40])[OH:38], predict the reaction product. The product is: [C:41]([C@H:39]([C@@H:37]([C:36]([OH:45])=[O:44])[OH:38])[OH:40])([OH:43])=[O:42].[NH2:1][CH:2]1[CH2:11][C:10]2[C:5](=[C:6]([N:12]3[CH2:16][CH2:15][CH2:14][C:13]3=[O:17])[CH:7]=[CH:8][CH:9]=2)[N:4]([CH2:18][C:19]2[CH:23]=[CH:22][S:21][CH:20]=2)[C:3]1=[O:24]. (7) Given the reactants CC(C)([O-:4])C.[K+].[Br:7][C:8]1[CH:9]=[C:10]([CH:13]=[CH:14][CH:15]=1)[CH:11]=O.[CH2:16]1[CH2:20][O:19][CH2:18][CH2:17]1, predict the reaction product. The product is: [Br:7][C:8]1[CH:9]=[C:10](/[CH:11]=[CH:20]/[CH2:16][CH2:17][C:18]([OH:4])=[O:19])[CH:13]=[CH:14][CH:15]=1.